Dataset: Full USPTO retrosynthesis dataset with 1.9M reactions from patents (1976-2016). Task: Predict the reactants needed to synthesize the given product. Given the product [Cl:1][C:2]1[CH:7]=[CH:6][C:5]([CH2:8][O:9][C:15]2[CH:25]=[C:19]3[N:20]([CH3:24])[CH2:21][CH2:22][CH2:23][N:18]3[C:17](=[O:26])[N:16]=2)=[CH:4][C:3]=1[C:10]([F:11])([F:12])[F:13], predict the reactants needed to synthesize it. The reactants are: [Cl:1][C:2]1[CH:7]=[CH:6][C:5]([CH2:8][OH:9])=[CH:4][C:3]=1[C:10]([F:13])([F:12])[F:11].Cl[C:15]1[CH:25]=[C:19]2[N:20]([CH3:24])[CH2:21][CH2:22][CH2:23][N:18]2[C:17](=[O:26])[N:16]=1.